Predict the reaction yield, written as a fraction of the theoretical maximum amount of product (1.0 means a 100% yield; for example, 0.34 means a 34% yield). From a dataset of Reaction yield outcomes from USPTO patents with 853,638 reactions. The product is [C:6]1(=[O:11])[C:7]2[C:3](=[CH:2][CH:10]=[CH:9][CH:8]=2)[CH2:4][NH:5]1. The catalyst is C(Cl)Cl.C(N(CC)CC)C. The reactants are O[C:2]1[CH:10]=[CH:9][CH:8]=[C:7]2[C:3]=1[CH2:4][NH:5][C:6]2=[O:11].[N+](C1C=C(C=CC=1)C(Cl)=O)([O-])=O. The yield is 0.280.